Task: Predict the reactants needed to synthesize the given product.. Dataset: Full USPTO retrosynthesis dataset with 1.9M reactions from patents (1976-2016) The reactants are: [Br:1][C:2]1[CH:3]=[C:4]([CH:7]=[C:8]([N+:10]([O-:12])=[O:11])[CH:9]=1)[CH:5]=[O:6].C([O-])([O-])=O.[K+].[K+].[N+:19]([CH2:21]S(C1C=CC(C)=CC=1)(=O)=O)#[C-:20].CCOC(C)=O. Given the product [Br:1][C:2]1[CH:3]=[C:4]([C:5]2[O:6][CH:21]=[N:19][CH:20]=2)[CH:7]=[C:8]([N+:10]([O-:12])=[O:11])[CH:9]=1, predict the reactants needed to synthesize it.